Task: Binary Classification. Given a drug SMILES string, predict its activity (active/inactive) in a high-throughput screening assay against a specified biological target.. Dataset: Tyrosyl-DNA phosphodiesterase HTS with 341,365 compounds (1) The drug is S=C(Nc1cc(OC)c(NC(=O)C(C)C)cc1)NC(=O)CCCC. The result is 0 (inactive). (2) The compound is O(c1cc2C(N(CCc2cc1OC)Cc1c(OC)ccc(c1)/C=N\NC(=O)c1ccc(OC)cc1)C)C. The result is 0 (inactive). (3) The compound is S(c1n(c(nn1)c1c(occ1)C)c1cc(OC)ccc1)CC(=O)NCCc1ccccc1. The result is 0 (inactive). (4) The molecule is O=C(NC1CC(Cc2n(ncc12)c1ccc(cc1)C)(C)C)c1c[n+]([O-])ccc1. The result is 0 (inactive). (5) The compound is S(CC(=O)N1CCCc2c1cccc2)c1sc(NC(=O)c2ccc(cc2)C)nn1. The result is 0 (inactive). (6) The molecule is O1CCN(N\C=C2\C(O)=C(O)C(=O)C=C2)CC1. The result is 1 (active). (7) The molecule is s1c(NC(=O)Cc2c3cc(C(C)C)c(cc3oc2)C)nc(c1)C. The result is 0 (inactive). (8) The molecule is FC(F)(F)C1(O)C2=C(N(CC3OCCC3)C1=O)CC(CC2=O)(C)C. The result is 0 (inactive). (9) The molecule is ClCc1nc2sc3c(n2c(=O)c1)cccc3. The result is 1 (active). (10) The drug is ClCCN(N=O)C(=O)NC1CCC(CC1)C. The result is 0 (inactive).